From a dataset of NCI-60 drug combinations with 297,098 pairs across 59 cell lines. Regression. Given two drug SMILES strings and cell line genomic features, predict the synergy score measuring deviation from expected non-interaction effect. (1) Drug 1: CC1=C2C(C(=O)C3(C(CC4C(C3C(C(C2(C)C)(CC1OC(=O)C(C(C5=CC=CC=C5)NC(=O)OC(C)(C)C)O)O)OC(=O)C6=CC=CC=C6)(CO4)OC(=O)C)OC)C)OC. Drug 2: CS(=O)(=O)OCCCCOS(=O)(=O)C. Cell line: SF-539. Synergy scores: CSS=56.8, Synergy_ZIP=5.92, Synergy_Bliss=4.57, Synergy_Loewe=-13.6, Synergy_HSA=5.90. (2) Drug 1: CC12CCC3C(C1CCC2=O)CC(=C)C4=CC(=O)C=CC34C. Drug 2: C1=NNC2=C1C(=O)NC=N2. Cell line: K-562. Synergy scores: CSS=61.4, Synergy_ZIP=1.26, Synergy_Bliss=3.25, Synergy_Loewe=-32.8, Synergy_HSA=3.57.